This data is from Peptide-MHC class I binding affinity with 185,985 pairs from IEDB/IMGT. The task is: Regression. Given a peptide amino acid sequence and an MHC pseudo amino acid sequence, predict their binding affinity value. This is MHC class I binding data. (1) The peptide sequence is VFPCWWLQFR. The MHC is Patr-A0901 with pseudo-sequence Patr-A0901. The binding affinity (normalized) is 0. (2) The peptide sequence is LVPFVQWFV. The MHC is HLA-A02:01 with pseudo-sequence HLA-A02:01. The binding affinity (normalized) is 0.527. (3) The peptide sequence is SLYNTIATI. The MHC is HLA-A68:02 with pseudo-sequence HLA-A68:02. The binding affinity (normalized) is 0.0206. (4) The binding affinity (normalized) is 0.0847. The MHC is HLA-B15:01 with pseudo-sequence HLA-B15:01. The peptide sequence is ETIEEPAVE. (5) The peptide sequence is SLIIPNVTL. The MHC is HLA-A03:01 with pseudo-sequence HLA-A03:01. The binding affinity (normalized) is 0.213. (6) The peptide sequence is ALFDRPAFK. The MHC is HLA-A26:02 with pseudo-sequence HLA-A26:02. The binding affinity (normalized) is 0.0847.